From a dataset of Full USPTO retrosynthesis dataset with 1.9M reactions from patents (1976-2016). Predict the reactants needed to synthesize the given product. (1) Given the product [O:30]=[C:20]1[C:28]2[C:23](=[CH:24][CH:25]=[CH:26][CH:27]=2)[C:22](=[O:29])[N:21]1[C@@H:2]1[CH2:6][O:5][CH2:4][C@H:3]1[NH:7][C:8](=[O:19])[C:9]1[C:14]([O:15][CH3:16])=[CH:13][CH:12]=[CH:11][C:10]=1[O:17][CH3:18].[C:44]1([P:37](=[O:1])([C:31]2[CH:32]=[CH:33][CH:34]=[CH:35][CH:36]=2)[C:38]2[CH:43]=[CH:42][CH:41]=[CH:40][CH:39]=2)[CH:45]=[CH:46][CH:47]=[CH:48][CH:49]=1, predict the reactants needed to synthesize it. The reactants are: [OH:1][C@H:2]1[CH2:6][O:5][CH2:4][C@H:3]1[NH:7][C:8](=[O:19])[C:9]1[C:14]([O:15][CH3:16])=[CH:13][CH:12]=[CH:11][C:10]=1[O:17][CH3:18].[C:20]1(=[O:30])[C:28]2[C:23](=[CH:24][CH:25]=[CH:26][CH:27]=2)[C:22](=[O:29])[NH:21]1.[C:31]1([P:37]([C:44]2[CH:49]=[CH:48][CH:47]=[CH:46][CH:45]=2)[C:38]2[CH:43]=[CH:42][CH:41]=[CH:40][CH:39]=2)[CH:36]=[CH:35][CH:34]=[CH:33][CH:32]=1.CC(OC(/N=N/C(OC(C)C)=O)=O)C. (2) Given the product [CH2:1]([O:8][NH:9][C@H:10]1[CH2:15][N:14]([C:16]([O:18][C:19]([CH3:21])([CH3:22])[CH3:20])=[O:17])[C@H:13]([C:23]([O:25][CH2:26][C:27]2[CH:32]=[CH:31][CH:30]=[CH:29][CH:28]=2)=[O:24])[CH2:12][CH2:11]1)[C:2]1[CH:3]=[CH:4][CH:5]=[CH:6][CH:7]=1, predict the reactants needed to synthesize it. The reactants are: [CH2:1]([O:8][NH:9][C@H:10]1[CH2:15][N:14]([C:16]([O:18][C:19]([CH3:22])([CH3:21])[CH3:20])=[O:17])[C@H:13]([C:23]([OH:25])=[O:24])[CH2:12][CH2:11]1)[C:2]1[CH:7]=[CH:6][CH:5]=[CH:4][CH:3]=1.[CH2:26](Br)[C:27]1[CH:32]=[CH:31][CH:30]=[CH:29][CH:28]=1.C(N(C(C)C)CC)(C)C. (3) The reactants are: [Br:1][C:2]1[CH:6]=[C:5]([N:7]([CH2:11][CH:12]2OCC[O:13]2)[CH2:8][CH2:9][CH3:10])[S:4][C:3]=1[C:17]#[N:18].Cl.C([O-])([O-])=O.[Na+].[Na+]. Given the product [Br:1][C:2]1[CH:6]=[C:5]([N:7]([CH2:11][CH:12]=[O:13])[CH2:8][CH2:9][CH3:10])[S:4][C:3]=1[C:17]#[N:18], predict the reactants needed to synthesize it. (4) Given the product [N:44]1[CH:45]=[CH:46][CH:47]=[CH:48][C:43]=1[C:3]1[N:4]2[C:9]([CH:8]=[CH:7][CH:6]=[CH:5]2)=[CH:1][C:2]=1[C:10]([O:12][CH2:13][CH3:14])=[O:11], predict the reactants needed to synthesize it. The reactants are: [CH:1]1[C:2]([C:10]([O:12][CH2:13][CH3:14])=[O:11])=[CH:3][N:4]2[C:9]=1[CH:8]=[CH:7][CH:6]=[CH:5]2.F[B-](F)(F)F.C1(P(C2CCCC2)C2CCCC2)CCCC1.C([O-])([O-])=O.[Cs+].[Cs+].Cl[C:43]1[CH:48]=[CH:47][CH:46]=[CH:45][N:44]=1.